From a dataset of Full USPTO retrosynthesis dataset with 1.9M reactions from patents (1976-2016). Predict the reactants needed to synthesize the given product. (1) Given the product [NH2:1][C:2]1[CH:19]=[CH:18][C:5]([O:6][C:7]2[CH:12]=[CH:11][N:10]=[C:9]3[N:13]([CH3:17])[C:14](=[O:16])[N:15]([CH3:24])[C:8]=23)=[CH:4][C:3]=1[F:20], predict the reactants needed to synthesize it. The reactants are: [NH2:1][C:2]1[CH:19]=[CH:18][C:5]([O:6][C:7]2[CH:12]=[CH:11][N:10]=[C:9]3[N:13]([CH3:17])[C:14](=[O:16])[NH:15][C:8]=23)=[CH:4][C:3]=1[F:20].[H-].[Na+].I[CH3:24].O. (2) Given the product [NH2:1][C:2]1[C:11]2[N:12]=[C:13]([CH2:20][OH:21])[N:14]([CH2:15][C:16]([OH:19])([CH3:18])[CH3:17])[C:10]=2[C:9]2[CH:8]=[CH:7][C:6]([CH2:23][CH2:24][C:25]([N:27]([CH3:28])[CH3:29])=[O:26])=[CH:5][C:4]=2[N:3]=1, predict the reactants needed to synthesize it. The reactants are: [NH2:1][C:2]1[C:11]2[N:12]=[C:13]([CH2:20][O:21]C)[N:14]([CH2:15][C:16]([OH:19])([CH3:18])[CH3:17])[C:10]=2[C:9]2[CH:8]=[CH:7][C:6]([CH2:23][CH2:24][C:25]([N:27]([CH3:29])[CH3:28])=[O:26])=[CH:5][C:4]=2[N:3]=1.